Dataset: Peptide-MHC class II binding affinity with 134,281 pairs from IEDB. Task: Regression. Given a peptide amino acid sequence and an MHC pseudo amino acid sequence, predict their binding affinity value. This is MHC class II binding data. (1) The peptide sequence is EKIEENGSMRVFVDVI. The MHC is DRB3_0101 with pseudo-sequence DRB3_0101. The binding affinity (normalized) is 0.321. (2) The peptide sequence is ADYLRMWIQAATVMS. The MHC is DRB5_0101 with pseudo-sequence DRB5_0101. The binding affinity (normalized) is 0.512. (3) The peptide sequence is AYILDGDNLFPKV. The MHC is DRB3_0101 with pseudo-sequence DRB3_0101. The binding affinity (normalized) is 0.832. (4) The peptide sequence is YNTDGSTDYGILQINSR. The MHC is DRB1_1501 with pseudo-sequence DRB1_1501. The binding affinity (normalized) is 0.442. (5) The peptide sequence is KQAYAATVATAPEVK. The binding affinity (normalized) is 0.878. The MHC is HLA-DQA10102-DQB10602 with pseudo-sequence HLA-DQA10102-DQB10602.